From a dataset of Catalyst prediction with 721,799 reactions and 888 catalyst types from USPTO. Predict which catalyst facilitates the given reaction. (1) Reactant: [F:1][C:2]([F:17])([F:16])[C:3]1[CH:4]=[C:5]([NH:9][C:10]2[CH2:14][CH2:13][C:12](=[O:15])[CH:11]=2)[CH:6]=[CH:7][CH:8]=1.[Br:18][C:19]1[CH:24]=[CH:23][C:22]([CH:25](Cl)[N:26]=[C:27]=[O:28])=[C:21]([S:30]([CH3:33])(=[O:32])=[O:31])[CH:20]=1. Product: [Br:18][C:19]1[CH:24]=[CH:23][C:22]([CH:25]2[NH:26][C:27](=[O:28])[N:9]([C:5]3[CH:6]=[CH:7][CH:8]=[C:3]([C:2]([F:16])([F:17])[F:1])[CH:4]=3)[C:10]3[CH2:14][CH2:13][C:12](=[O:15])[C:11]2=3)=[C:21]([S:30]([CH3:33])(=[O:32])=[O:31])[CH:20]=1. The catalyst class is: 4. (2) Reactant: [N+:1]([C:4]1[CH:11]=[CH:10][C:7]([CH2:8]Br)=[CH:6][CH:5]=1)([O-:3])=[O:2].[NH3:12].[OH2:13]. Product: [N+:1]([C:4]1[CH:11]=[CH:10][C:7]([CH2:8][N:12]([CH2:8][C:7]2[CH:10]=[CH:11][C:4]([N+:1]([O-:3])=[O:2])=[CH:5][CH:6]=2)[CH2:8][C:7]2[CH:10]=[CH:11][C:4]([N+:1]([O-:2])=[O:13])=[CH:5][CH:6]=2)=[CH:6][CH:5]=1)([O-:3])=[O:2]. The catalyst class is: 5. (3) Reactant: [CH:1]1[C:10]2[C:5](=[C:6]([NH:11][CH:12]3[CH2:17][CH2:16][C:15](=O)[CH2:14][CH2:13]3)[CH:7]=[CH:8][CH:9]=2)[CH:4]=[CH:3][N:2]=1.[CH:19]1([NH2:22])[CH2:21][CH2:20]1.C(O[BH-](OC(=O)C)OC(=O)C)(=O)C.[Na+].Cl.CO. Product: [CH:19]1([NH:22][CH:15]2[CH2:16][CH2:17][CH:12]([NH:11][C:6]3[CH:7]=[CH:8][CH:9]=[C:10]4[C:5]=3[CH:4]=[CH:3][N:2]=[CH:1]4)[CH2:13][CH2:14]2)[CH2:21][CH2:20]1. The catalyst class is: 5. (4) Product: [C:20]1([CH:14]([C:15]2[NH:16][CH:17]=[CH:18][CH:19]=2)[CH2:13][NH:12][C:10]2[C:9]3[C:4](=[CH:5][CH:6]=[CH:7][CH:8]=3)[N:3]=[C:2]([C:34]3[CH:33]=[CH:32][C:31]([NH:30][S:27]([CH3:26])(=[O:28])=[O:29])=[CH:36][CH:35]=3)[N:11]=2)[CH:25]=[CH:24][CH:23]=[CH:22][CH:21]=1. Reactant: Cl[C:2]1[N:11]=[C:10]([NH:12][CH2:13][CH:14]([C:20]2[CH:25]=[CH:24][CH:23]=[CH:22][CH:21]=2)[C:15]2[NH:16][CH:17]=[CH:18][CH:19]=2)[C:9]2[C:4](=[CH:5][CH:6]=[CH:7][CH:8]=2)[N:3]=1.[CH3:26][S:27]([NH:30][C:31]1[CH:36]=[CH:35][C:34](B(O)O)=[CH:33][CH:32]=1)(=[O:29])=[O:28].CN(C)C1C=CC(C2N=C(NCC(C3C=CC=CC=3)C3NC=CC=3)C3C(=CC=CC=3)N=2)=CC=1. The catalyst class is: 828. (5) Reactant: [N+:1]([C:4]1[CH:16]=[CH:15][C:7]2[NH:8][C:9]([C:11]([F:14])([F:13])[F:12])=[N:10][C:6]=2[CH:5]=1)([O-:3])=[O:2].[C:17]([O-])([O-])=O.[K+].[K+].CI. Product: [CH3:17][N:8]1[C:7]2[CH:15]=[CH:16][C:4]([N+:1]([O-:3])=[O:2])=[CH:5][C:6]=2[N:10]=[C:9]1[C:11]([F:14])([F:13])[F:12]. The catalyst class is: 3. (6) Reactant: [CH2:1]([O:8][C:9]1[C:10]([CH3:19])=[N:11][CH:12]=[CH:13][C:14]=1[CH2:15][C:16]([OH:18])=[O:17])[C:2]1[CH:7]=[CH:6][CH:5]=[CH:4][CH:3]=1.[C:20](=O)([O-])[O-].[K+].[K+].CI.C(=O)([O-])O.[Na+]. Product: [CH2:1]([O:8][C:9]1[C:10]([CH3:19])=[N:11][CH:12]=[CH:13][C:14]=1[CH2:15][C:16]([O:18][CH3:20])=[O:17])[C:2]1[CH:3]=[CH:4][CH:5]=[CH:6][CH:7]=1. The catalyst class is: 9. (7) Reactant: F[C:2]1[CH:9]=[CH:8][C:7]([N+:10]([O-:12])=[O:11])=[CH:6][C:3]=1[C:4]#[N:5].C([O-])([O-])=O.[K+].[K+].[CH2:19]([NH:25][CH2:26][CH2:27][CH2:28][CH2:29][CH2:30][CH3:31])[CH2:20][CH2:21][CH2:22][CH2:23][CH3:24].C(Cl)Cl. Product: [C:4]([C:3]1[CH:6]=[C:7]([N+:10]([O-:12])=[O:11])[CH:8]=[CH:9][C:2]=1[N:25]([CH2:26][CH2:27][CH2:28][CH2:29][CH2:30][CH3:31])[CH2:19][CH2:20][CH2:21][CH2:22][CH2:23][CH3:24])#[N:5]. The catalyst class is: 23. (8) Reactant: [BH4-].[Na+].[CH2:3]([O:5][C:6]([C:8]1[CH:12]=[C:11]([N:13]2[CH:17]=[CH:16][C:15]([CH:18]=[O:19])=[CH:14]2)[N:10]([C:20]2[CH:21]=[N:22][C:23]([O:26][CH3:27])=[CH:24][CH:25]=2)[N:9]=1)=[O:7])[CH3:4].[Cl-].[NH4+]. Product: [CH2:3]([O:5][C:6]([C:8]1[CH:12]=[C:11]([N:13]2[CH:17]=[CH:16][C:15]([CH2:18][OH:19])=[CH:14]2)[N:10]([C:20]2[CH:21]=[N:22][C:23]([O:26][CH3:27])=[CH:24][CH:25]=2)[N:9]=1)=[O:7])[CH3:4]. The catalyst class is: 138. (9) Reactant: [SH:1][CH2:2][C:3]([O:5][CH3:6])=[O:4].CS(O[CH2:12][CH2:13][C:14]1[CH:19]=[CH:18][CH:17]=[CH:16][C:15]=1[Br:20])(=O)=O.N1CCCN2CCCCCC=12. Product: [CH3:6][O:5][C:3](=[O:4])[CH2:2][S:1][CH2:12][CH2:13][C:14]1[CH:19]=[CH:18][CH:17]=[CH:16][C:15]=1[Br:20]. The catalyst class is: 1. (10) Reactant: [Cl:1][C:2]1[C:7]([Cl:8])=[CH:6][C:5]([NH:9][CH:10]2[CH2:15][CH2:14][N:13]([CH:16]3[CH2:21][CH2:20][O:19][CH2:18][CH2:17]3)[CH2:12][CH2:11]2)=[C:4]([N+:22]([O-])=O)[CH:3]=1.O.NN. Product: [Cl:1][C:2]1[C:7]([Cl:8])=[CH:6][C:5]([NH:9][CH:10]2[CH2:15][CH2:14][N:13]([CH:16]3[CH2:17][CH2:18][O:19][CH2:20][CH2:21]3)[CH2:12][CH2:11]2)=[C:4]([NH2:22])[CH:3]=1. The catalyst class is: 171.